From a dataset of Catalyst prediction with 721,799 reactions and 888 catalyst types from USPTO. Predict which catalyst facilitates the given reaction. (1) Reactant: [NH2:1][C:2]1([CH3:9])[C:7]([OH:8])=[CH:6][CH:5]=[CH:4][CH2:3]1.[CH3:10][C:11]1[CH:12]=[C:13]([OH:18])[C:14](=[CH:16][CH:17]=1)[OH:15].[C:19](#[N:21])[CH3:20].O. Product: [NH2:1][C:2]1([CH3:9])[C:7]([OH:8])=[CH:6][CH:5]=[CH:4][CH2:3]1.[CH3:10][C:11]1[CH:12]=[C:13]([OH:18])[C:14](=[CH:16][CH:17]=1)[OH:15].[CH2:19]([NH2:21])[C:20]1[CH:6]=[CH:7][CH:2]=[CH:3][CH:4]=1. The catalyst class is: 106. (2) Reactant: N1C=CC=CC=1.[F:7][C:8]([F:21])([F:20])[S:9]([O:12]S(C(F)(F)F)(=O)=O)(=[O:11])=[O:10].[Br:22][CH2:23][CH2:24]O. Product: [F:7][C:8]([F:21])([F:20])[S:9]([O:12][CH2:24][CH2:23][Br:22])(=[O:11])=[O:10]. The catalyst class is: 2. (3) Reactant: [N+:1]([C:4]1[S:8][C:7]([CH:9]=[O:10])=[CH:6][C:5]=1[C:11]1[NH:15][N:14]=[CH:13][CH:12]=1)([O-])=O.S(S([O-])=O)([O-])=O.[Na+].[Na+]. Product: [NH2:1][C:4]1[S:8][C:7]([CH:9]=[O:10])=[CH:6][C:5]=1[C:11]1[CH:12]=[CH:13][NH:14][N:15]=1. The catalyst class is: 40.